From a dataset of Peptide-MHC class II binding affinity with 134,281 pairs from IEDB. Regression. Given a peptide amino acid sequence and an MHC pseudo amino acid sequence, predict their binding affinity value. This is MHC class II binding data. (1) The peptide sequence is EKGYFAATQFEPLAA. The MHC is DRB1_0701 with pseudo-sequence DRB1_0701. The binding affinity (normalized) is 0.722. (2) The peptide sequence is AFIMDGDNLFPKV. The MHC is DRB3_0101 with pseudo-sequence DRB3_0101. The binding affinity (normalized) is 0.827.